This data is from Retrosynthesis with 50K atom-mapped reactions and 10 reaction types from USPTO. The task is: Predict the reactants needed to synthesize the given product. (1) Given the product N#Cc1ncc(Br)c(N(NC(=O)c2ccc(-c3ccc(CCl)cc3)nc2)C2CCCC2)n1, predict the reactants needed to synthesize it. The reactants are: N#Cc1ncc(Br)c(N(N)C2CCCC2)n1.O=C(Cl)c1ccc(-c2ccc(CCl)cc2)nc1. (2) Given the product Cc1noc2c1-c1ccc(-c3cnn(C)c3)cc1N(c1ccc(C#N)cc1)C(=O)C2, predict the reactants needed to synthesize it. The reactants are: Cc1noc2c1-c1ccc(Cl)cc1N(c1ccc(C#N)cc1)C(=O)C2.Cn1cc(B2OC(C)(C)C(C)(C)O2)cn1. (3) Given the product COC(=O)c1cc(N2CCSCC2)c(C(F)(F)F)cc1N, predict the reactants needed to synthesize it. The reactants are: COC(=O)c1cc(N2CCSCC2)c(C(F)(F)F)cc1[N+](=O)[O-].